From a dataset of Reaction yield outcomes from USPTO patents with 853,638 reactions. Predict the reaction yield, written as a fraction of the theoretical maximum amount of product (1.0 means a 100% yield; for example, 0.34 means a 34% yield). (1) The reactants are Cl.N1C=CC=CC=1.C[O:9][C:10]1[C:15](/[CH:16]=[CH:17]/[C:18]2[CH:23]=[CH:22][C:21]([N:24]3[CH2:29][CH2:28][N:27](C(OC(C)(C)C)=O)[CH2:26][CH2:25]3)=[CH:20][CH:19]=2)=[CH:14][C:13]([C:37]2[CH:42]=[CH:41][N:40]=[C:39]([NH:43][CH3:44])[N:38]=2)=[CH:12][N:11]=1.C(=O)(O)[O-].[Na+]. The catalyst is CO. The product is [N:24]1([C:21]2[CH:20]=[CH:19][C:18]([CH:17]=[CH:16][C:15]3[C:10](=[O:9])[NH:11][CH:12]=[C:13]([C:37]4[CH:42]=[CH:41][N:40]=[C:39]([NH:43][CH3:44])[N:38]=4)[CH:14]=3)=[CH:23][CH:22]=2)[CH2:25][CH2:26][NH:27][CH2:28][CH2:29]1. The yield is 0.940. (2) The yield is 0.860. The product is [N:45]1([C:43]([N:17]2[CH2:18][CH2:19][CH:14]([C:12]3[CH:11]=[CH:10][C:9]([NH:20][C:21]([C:23]4[NH:24][CH:25]=[C:26]([C:28]#[N:29])[CH:27]=4)=[O:22])=[C:8]([N:5]4[CH2:6][CH2:7][CH:2]([CH3:1])[CH2:3][CH2:4]4)[CH:13]=3)[CH2:15][CH2:16]2)=[O:44])[CH:49]=[CH:48][N:47]=[CH:46]1. The catalyst is CN(C=O)C.C1COCC1.CCOC(C)=O. The reactants are [CH3:1][CH:2]1[CH2:7][CH2:6][N:5]([C:8]2[CH:13]=[C:12]([CH:14]3[CH2:19][CH2:18][NH:17][CH2:16][CH2:15]3)[CH:11]=[CH:10][C:9]=2[NH:20][C:21]([C:23]2[NH:24][CH:25]=[C:26]([C:28]#[N:29])[CH:27]=2)=[O:22])[CH2:4][CH2:3]1.FC(F)(F)C(O)=O.C([O-])([O-])=O.[Na+].[Na+].[C:43](N1C=CN=C1)([N:45]1[CH:49]=[CH:48][N:47]=[CH:46]1)=[O:44]. (3) The reactants are FC(F)(F)C(O)=O.[Cl:8][C:9]1[CH:14]=[C:13]2[NH:15][C:16](=[O:38])[C:17]3([CH:21]([C:22]4[CH:27]=[CH:26][CH:25]=[C:24]([Cl:28])[C:23]=4[F:29])[CH:20]([C:30]([OH:32])=O)[NH:19][CH:18]3[CH2:33][C:34]([CH3:37])([CH3:36])[CH3:35])[C:12]2=[CH:11][CH:10]=1.[CH:39]([N:42]([CH:45]([CH3:47])[CH3:46])[CH2:43]C)(C)C.C1(P(Cl)(C2C=CC=CC=2)=O)C=CC=CC=1.[CH3:63][O:64][C:65]1C=C(N)C=[CH:67][C:66]=1[N:72](C)C. No catalyst specified. The product is [CH3:39][N:42]([CH3:43])[C:45]1[CH:47]=[CH:67][C:66]([NH:72][C:30]([CH:20]2[NH:19][CH:18]([CH2:33][C:34]([CH3:37])([CH3:35])[CH3:36])[C:17]3([C:12]4[C:13](=[CH:14][C:9]([Cl:8])=[CH:10][CH:11]=4)[NH:15][C:16]3=[O:38])[CH:21]2[C:22]2[CH:27]=[CH:26][CH:25]=[C:24]([Cl:28])[C:23]=2[F:29])=[O:32])=[C:65]([O:64][CH3:63])[CH:46]=1. The yield is 0.570. (4) The reactants are [F:1][C:2]1[CH:7]=[C:6]([F:8])[CH:5]=[CH:4][C:3]=1[NH2:9].N1C=CC=CC=1.Cl[C:17]([O:19][CH2:20][C:21]1[CH:26]=[CH:25][CH:24]=[CH:23][CH:22]=1)=[O:18]. The catalyst is ClCCl. The product is [CH2:20]([O:19][C:17](=[O:18])[NH:9][C:3]1[CH:4]=[CH:5][C:6]([F:8])=[CH:7][C:2]=1[F:1])[C:21]1[CH:26]=[CH:25][CH:24]=[CH:23][CH:22]=1. The yield is 0.850. (5) The reactants are NC1[C:3](C)=[CH:4][CH:5]=[CH:6][CH:7]=1.[C:9](#[N:11])[CH3:10].B(Cl)(Cl)Cl.[Cl-].[Al+3].[Cl-].[Cl-].Cl.[C:21](OCC)(=[O:23])[CH3:22]. The catalyst is C1(C)C=CC=CC=1. The product is [C:21]([C:10]1[CH:7]=[CH:6][CH:5]=[C:4]([CH3:3])[C:9]=1[NH2:11])(=[O:23])[CH3:22]. The yield is 0.398. (6) The reactants are C([O:3][C:4]([C:6]1[N:7]=[C:8]([NH:11][C:12](=[O:28])[CH:13]([C:20]2[CH:25]=[CH:24][C:23]([Cl:26])=[C:22]([Cl:27])[CH:21]=2)[CH2:14][CH:15]2[CH2:19][CH2:18][CH2:17][CH2:16]2)[S:9][CH:10]=1)=O)C.[BH4-].[Na+]. The catalyst is O1CCCC1. The product is [CH:15]1([CH2:14][CH:13]([C:20]2[CH:25]=[CH:24][C:23]([Cl:26])=[C:22]([Cl:27])[CH:21]=2)[C:12]([NH:11][C:8]2[S:9][CH:10]=[C:6]([CH2:4][OH:3])[N:7]=2)=[O:28])[CH2:16][CH2:17][CH2:18][CH2:19]1. The yield is 0.250. (7) The reactants are [C:1]([C:9]1[O:13][C:12]2[C:14](=[O:24])[C:15]3[C:20]([C:21](=[O:22])[C:11]=2[CH:10]=1)=[CH:19][CH:18]=[C:17](Br)[CH:16]=3)(=[O:8])[C:2]1C=CC=CC=1.C(C1OC2C(=O)C3C(C(=O)C=2C=1)=CC=C([Cl:41])C=3)C. No catalyst specified. The product is [C:1]([C:9]1[O:13][C:12]2[C:14](=[O:24])[C:15]3[C:20]([C:21](=[O:22])[C:11]=2[CH:10]=1)=[CH:19][CH:18]=[C:17]([Cl:41])[CH:16]=3)(=[O:8])[CH3:2]. The yield is 0.300.